From a dataset of Forward reaction prediction with 1.9M reactions from USPTO patents (1976-2016). Predict the product of the given reaction. (1) Given the reactants [Cl:1][C:2]1[CH:8]=[CH:7][C:5]([NH2:6])=[C:4]([N+:9]([O-:11])=[O:10])[CH:3]=1.[CH3:12][S:13]([CH:16]=[CH2:17])(=[O:15])=[O:14].C(=O)([O-])[O-].[Cs+].[Cs+], predict the reaction product. The product is: [Cl:1][C:2]1[CH:8]=[CH:7][C:5]([NH:6][CH2:17][CH2:16][S:13]([CH3:12])(=[O:15])=[O:14])=[C:4]([N+:9]([O-:11])=[O:10])[CH:3]=1. (2) Given the reactants C(OC([N:8]1[C:16]2[C:11](=[CH:12][C:13]([CH:17]3[C:22]([C:23]#[N:24])=[C:21]([CH3:25])[NH:20][C:19]([CH3:26])=[C:18]3[C:27]#[N:28])=[CH:14][CH:15]=2)[C:10]([NH:29][CH2:30][CH2:31]O)=[N:9]1)=O)(C)(C)C.C[N:34]1[CH2:39][CH2:38][O:37][CH2:36][CH2:35]1.S(Cl)(C)(=O)=O.N1CCOCC1, predict the reaction product. The product is: [CH3:25][C:21]1[NH:20][C:19]([CH3:26])=[C:18]([C:27]#[N:28])[CH:17]([C:13]2[CH:12]=[C:11]3[C:16](=[CH:15][CH:14]=2)[NH:8][N:9]=[C:10]3[NH:29][CH2:30][CH2:31][N:34]2[CH2:39][CH2:38][O:37][CH2:36][CH2:35]2)[C:22]=1[C:23]#[N:24]. (3) Given the reactants [F:1][C:2]1[CH:7]=[CH:6][C:5]([C:8]2[C:13]([CH:14]([OH:18])[CH2:15][CH:16]=C)=[C:12]([CH:19]([CH3:21])[CH3:20])[N:11]=[C:10]([N:22]([CH3:27])[S:23]([CH3:26])(=[O:25])=[O:24])[N:9]=2)=[CH:4][CH:3]=1.I([O-])(=O)(=O)=[O:29].[Na+], predict the reaction product. The product is: [F:1][C:2]1[CH:3]=[CH:4][C:5]([C:8]2[C:13]([CH:14]([OH:18])[CH2:15][CH:16]=[O:29])=[C:12]([CH:19]([CH3:20])[CH3:21])[N:11]=[C:10]([N:22]([CH3:27])[S:23]([CH3:26])(=[O:24])=[O:25])[N:9]=2)=[CH:6][CH:7]=1. (4) Given the reactants [CH2:1]([O:3][C:4]([C:6]1[C:7](=[O:22])[N:8]([CH2:15][C:16]2[CH:21]=[CH:20][CH:19]=[CH:18][CH:17]=2)[CH:9]=[CH:10][C:11]=1[C:12](O)=O)=[O:5])[CH3:2].C(Cl)(=O)C(Cl)=O.[BH3-]C#N.[Na+].P([O-])([O-])([O-])=O.C1(P(C2C=CC=CC=2)C2C=CC=CC=2)C=CC=CC=1.C(Br)(Br)(Br)[Br:58], predict the reaction product. The product is: [CH2:1]([O:3][C:4]([C:6]1[C:7](=[O:22])[N:8]([CH2:15][C:16]2[CH:21]=[CH:20][CH:19]=[CH:18][CH:17]=2)[CH:9]=[CH:10][C:11]=1[CH2:12][Br:58])=[O:5])[CH3:2]. (5) Given the reactants CS(C)=O.C(Cl)(=O)C(Cl)=O.[CH2:11]([N:18]1[CH2:23][CH2:22][N:21]([C:24]([O:26][C:27]([CH3:30])([CH3:29])[CH3:28])=[O:25])[CH2:20][CH:19]1[CH2:31][OH:32])[C:12]1[CH:17]=[CH:16][CH:15]=[CH:14][CH:13]=1.C(N(CC)CC)C, predict the reaction product. The product is: [CH2:11]([N:18]1[CH2:23][CH2:22][N:21]([C:24]([O:26][C:27]([CH3:28])([CH3:29])[CH3:30])=[O:25])[CH2:20][CH:19]1[CH:31]=[O:32])[C:12]1[CH:17]=[CH:16][CH:15]=[CH:14][CH:13]=1. (6) Given the reactants [CH2:1]([N:3]([CH2:16][C:17]1[CH:22]=[C:21]([C:23]([O:25][CH2:26][CH3:27])=[O:24])[CH:20]=[CH:19][C:18]=1[C:28]1[CH:33]=[CH:32][CH:31]=[CH:30][CH:29]=1)S(C1C=CC=CC=1[N+]([O-])=O)(=O)=O)[CH3:2].C(O)(=O)CS, predict the reaction product. The product is: [CH2:1]([NH:3][CH2:16][C:17]1[CH:22]=[C:21]([C:23]([O:25][CH2:26][CH3:27])=[O:24])[CH:20]=[CH:19][C:18]=1[C:28]1[CH:33]=[CH:32][CH:31]=[CH:30][CH:29]=1)[CH3:2]. (7) Given the reactants [Cl:1][C:2]1[CH:7]=[CH:6][C:5]([C:8]2[CH:12]=[C:11]([CH:13]3[CH2:18][CH2:17][N:16](C(OC(C)(C)C)=O)[CH2:15][CH2:14]3)[N:10]([C:26]3[N:31]=[CH:30][CH:29]=[CH:28][N:27]=3)[N:9]=2)=[CH:4][CH:3]=1.ClC1C=CC(C2C=C(C3CCN(C(OC(C)(C)C)=O)CC3)NN=2)=CC=1.BrC1N=CC=CN=1.C([O-])([O-])=O.[Cs+].[Cs+].N1C2C(=CC=C3C=2N=CC=C3)C=CC=1, predict the reaction product. The product is: [Cl:1][C:2]1[CH:3]=[CH:4][C:5]([C:8]2[CH:12]=[C:11]([CH:13]3[CH2:18][CH2:17][NH:16][CH2:15][CH2:14]3)[N:10]([C:26]3[N:27]=[CH:28][CH:29]=[CH:30][N:31]=3)[N:9]=2)=[CH:6][CH:7]=1. (8) Given the reactants [C:1]([O:9][CH2:10][CH3:11])(=[O:8])[CH2:2][C:3]([O:5][CH2:6][CH3:7])=[O:4].[C:12](O[K])([CH3:15])([CH3:14])[CH3:13].C[CH2:19][O:20]CC.Cl.[CH2:24]1[CH2:28]OC[CH2:25]1, predict the reaction product. The product is: [CH2:13]([O:20][CH2:19][CH:2]([C:3]([O:5][CH2:6][CH3:7])=[O:4])[C:1]([O:9][CH2:10][CH3:11])=[O:8])[C:12]1[CH:15]=[CH:28][CH:24]=[CH:25][CH:14]=1.